From a dataset of Full USPTO retrosynthesis dataset with 1.9M reactions from patents (1976-2016). Predict the reactants needed to synthesize the given product. (1) Given the product [CH3:1][C:2]1([CH3:17])[C:10]2[C:5](=[CH:6][C:7]([N+:11]([O-:13])=[O:12])=[CH:8][CH:9]=2)[NH:4][CH2:3]1, predict the reactants needed to synthesize it. The reactants are: [CH3:1][C:2]1([CH3:17])[C:10]2[C:5](=[CH:6][C:7]([N+:11]([O-:13])=[O:12])=[CH:8][CH:9]=2)[N:4](C(=O)C)[CH2:3]1. (2) Given the product [CH2:1]([O:3][C:4]([C:6]1[CH:7]=[N:8][N:9]([C:12]2[S:13][CH:14]=[CH:15][CH:16]=2)[CH:10]=1)=[O:5])[CH3:2], predict the reactants needed to synthesize it. The reactants are: [CH2:1]([O:3][C:4]([C:6]1[CH:7]=[N:8][NH:9][CH:10]=1)=[O:5])[CH3:2].I[C:12]1[S:13][CH:14]=[CH:15][CH:16]=1.C(=O)([O-])[O-].[K+].[K+].BrCC. (3) Given the product [OH:19][CH:23]([C:22]1[CH:2]=[CH:1][N:4]=[CH:20][CH:21]=1)[C:14]([CH3:16])([CH3:15])[C:13]#[N:17], predict the reactants needed to synthesize it. The reactants are: [CH:1]([NH:4]C(C)C)(C)[CH3:2].C([Li])CCC.[C:13](#[N:17])[CH:14]([CH3:16])[CH3:15].O.[O:19]1[CH2:23][CH2:22][CH2:21][CH2:20]1.